This data is from Catalyst prediction with 721,799 reactions and 888 catalyst types from USPTO. The task is: Predict which catalyst facilitates the given reaction. (1) Reactant: [F:1][C:2]1[CH:7]=[CH:6][CH:5]=[C:4]([F:8])[C:3]=1[CH:9]=[CH:10][C:11]([C:13]1[N:14]=[C:15]([CH:18]2[CH2:23][CH2:22][N:21]([C:24](=[O:36])[CH2:25][N:26]3[C:30]([CH3:31])=[CH:29][C:28]([C:32]([F:35])([F:34])[F:33])=[N:27]3)[CH2:20][CH2:19]2)[S:16][CH:17]=1)=O.Cl.[NH2:38][OH:39]. Product: [F:1][C:2]1[CH:7]=[CH:6][CH:5]=[C:4]([F:8])[C:3]=1[CH:9]=[CH:10][C:11]([C:13]1[N:14]=[C:15]([CH:18]2[CH2:23][CH2:22][N:21]([C:24](=[O:36])[CH2:25][N:26]3[C:30]([CH3:31])=[CH:29][C:28]([C:32]([F:35])([F:34])[F:33])=[N:27]3)[CH2:20][CH2:19]2)[S:16][CH:17]=1)=[N:38][OH:39]. The catalyst class is: 5. (2) Reactant: [NH2:1][C:2]1[C:20]([C:21]([F:24])([F:23])[F:22])=[CH:19][C:5]([CH2:6][C@@H:7]([CH2:11][C:12]([O:14][C:15]([CH3:18])([CH3:17])[CH3:16])=[O:13])[C:8]([O-])=[O:9])=[CH:4][C:3]=1[Cl:25].C1[CH:27]=[CH:28][C:29]2[N:34](O)N=N[C:30]=2[CH:31]=1.C[N:37](C(ON1N=NC2C=CC=CC1=2)=[N+](C)C)C.[B-](F)(F)(F)F.[CH2:58]([N:60]([CH2:63]C)[CH2:61][CH3:62])[CH3:59]. Product: [NH2:1][C:2]1[C:20]([C:21]([F:23])([F:22])[F:24])=[CH:19][C:5]([CH2:6][C@H:7]([C:8]([N:37]2[CH2:27][CH2:28][CH:29]([N:34]3[CH2:62][CH2:61][N:60]([CH3:63])[CH2:58][CH2:59]3)[CH2:30][CH2:31]2)=[O:9])[CH2:11][C:12]([O:14][C:15]([CH3:16])([CH3:17])[CH3:18])=[O:13])=[CH:4][C:3]=1[Cl:25]. The catalyst class is: 1. (3) Reactant: Cl[C:2]1[CH:20]=[C:19]([C:21]([O:23][CH3:24])=[O:22])[C:18]([F:25])=[CH:17][C:3]=1[O:4][CH2:5][CH:6]1[CH2:9][N:8]([C:10]([O:12][C:13]([CH3:16])([CH3:15])[CH3:14])=[O:11])[CH2:7]1.[CH:26]1(B(O)O)[CH2:28][CH2:27]1.P([O-])([O-])([O-])=O.[K+].[K+].[K+].F[B-](F)(F)F.C1(P(C2CCCCC2)C2CCCCC2)CCCCC1. Product: [CH:26]1([C:2]2[CH:20]=[C:19]([C:21]([O:23][CH3:24])=[O:22])[C:18]([F:25])=[CH:17][C:3]=2[O:4][CH2:5][CH:6]2[CH2:9][N:8]([C:10]([O:12][C:13]([CH3:16])([CH3:15])[CH3:14])=[O:11])[CH2:7]2)[CH2:28][CH2:27]1. The catalyst class is: 498. (4) Reactant: C.Br[C:3]1[CH:8]=[CH:7][C:6]([N:9]2[CH2:13][C@H:12]([CH2:14][N:15]3[CH:19]=[CH:18][N:17]=[N:16]3)[O:11][C:10]2=[O:20])=[CH:5][C:4]=1[F:21].C([O-])(=O)C.[K+].[B:27]1([B:27]2[O:31][C:30]([CH3:33])([CH3:32])[C:29]([CH3:35])([CH3:34])[O:28]2)[O:31][C:30]([CH3:33])([CH3:32])[C:29]([CH3:35])([CH3:34])[O:28]1. Product: [F:21][C:4]1[CH:5]=[C:6]([N:9]2[CH2:13][C@H:12]([CH2:14][N:15]3[CH:19]=[CH:18][N:17]=[N:16]3)[O:11][C:10]2=[O:20])[CH:7]=[CH:8][C:3]=1[B:27]1[O:31][C:30]([CH3:33])([CH3:32])[C:29]([CH3:35])([CH3:34])[O:28]1. The catalyst class is: 12. (5) Product: [CH3:1][O:2][C:3]1[C:7](/[CH:8]=[N:21]/[OH:22])=[CH:6][N:5]([C:10]2[CH:15]=[CH:14][C:13]([C:16]([F:19])([F:18])[F:17])=[CH:12][CH:11]=2)[N:4]=1. The catalyst class is: 8. Reactant: [CH3:1][O:2][C:3]1[C:7]([CH:8]=O)=[CH:6][N:5]([C:10]2[CH:15]=[CH:14][C:13]([C:16]([F:19])([F:18])[F:17])=[CH:12][CH:11]=2)[N:4]=1.Cl.[NH2:21][OH:22].C([O-])(=O)C.[Na+]. (6) Reactant: [F:1][C:2]1[CH:3]=[C:4]([CH:16]=[C:17]([F:19])[CH:18]=1)[C:5]([C:7]1[CH:8]=[CH:9][C:10](F)=[C:11]([CH:14]=1)[C:12]#[N:13])=[O:6].O.[NH2:21][NH2:22].Cl. Product: [NH2:13][C:12]1[C:11]2[C:10](=[CH:9][CH:8]=[C:7]([C:5]([C:4]3[CH:3]=[C:2]([F:1])[CH:18]=[C:17]([F:19])[CH:16]=3)=[O:6])[CH:14]=2)[NH:22][N:21]=1. The catalyst class is: 7.